Dataset: Reaction yield outcomes from USPTO patents with 853,638 reactions. Task: Predict the reaction yield, written as a fraction of the theoretical maximum amount of product (1.0 means a 100% yield; for example, 0.34 means a 34% yield). (1) The reactants are [F:1][C:2]1[CH:6]=[N:5][N:4]([CH3:7])[C:3]=1[C:8]1[CH:9]=[C:10]([NH2:16])[CH:11]=[CH:12][C:13]=1[O:14][CH3:15].[C:17]([C:20]1[CH:21]=[C:22]([N:26]=[C:27]=[O:28])[CH:23]=[CH:24][CH:25]=1)(=[O:19])[CH3:18]. No catalyst specified. The product is [C:17]([C:20]1[CH:21]=[C:22]([NH:26][C:27]([NH:16][C:10]2[CH:11]=[CH:12][C:13]([O:14][CH3:15])=[C:8]([C:3]3[N:4]([CH3:7])[N:5]=[CH:6][C:2]=3[F:1])[CH:9]=2)=[O:28])[CH:23]=[CH:24][CH:25]=1)(=[O:19])[CH3:18]. The yield is 0.530. (2) The catalyst is CN(C=O)C. The reactants are [C:1]([C:3]1[CH:4]=[C:5]([CH:10]=[CH:11][C:12]=1[F:13])[C:6]([NH:8][NH2:9])=[O:7])#[N:2].[F:14][C:15]1[CH:20]=[CH:19][C:18]([F:21])=[CH:17][C:16]=1[CH2:22][CH2:23][C:24](O)=[O:25].C(=O)([O-])O.[Na+]. The product is [F:14][C:15]1[CH:20]=[CH:19][C:18]([F:21])=[CH:17][C:16]=1[CH2:22][CH2:23][C:24]([NH:9][NH:8][C:6](=[O:7])[C:5]1[CH:10]=[CH:11][C:12]([F:13])=[C:3]([C:1]#[N:2])[CH:4]=1)=[O:25]. The yield is 0.700. (3) The reactants are [CH2:1]([CH:3]1[CH2:29][CH:6]2[CH:7]([C:19]3[CH:24]=[CH:23][C:22]([O:25]COC)=[CH:21][CH:20]=3)[O:8][C:9]3[CH:10]=[CH:11][C:12]([O:15]COC)=[CH:13][C:14]=3[CH:5]2[CH2:4]1)[CH3:2].Cl.CCOC(C)=O.CCOC(C)=O.CCCCCC. The catalyst is C1COCC1. The product is [CH2:1]([C@H:3]1[CH2:29][C@H:6]2[C@@H:7]([C:19]3[CH:20]=[CH:21][C:22]([OH:25])=[CH:23][CH:24]=3)[O:8][C:9]3[CH:10]=[CH:11][C:12]([OH:15])=[CH:13][C:14]=3[C@H:5]2[CH2:4]1)[CH3:2]. The yield is 0.680. (4) The product is [Br:10][CH2:11][C:12]([NH:5][C:4]1[CH:3]=[C:2]([F:1])[CH:8]=[C:7]([F:9])[CH:6]=1)=[O:13]. The reactants are [F:1][C:2]1[CH:3]=[C:4]([CH:6]=[C:7]([F:9])[CH:8]=1)[NH2:5].[Br:10][CH2:11][C:12](Br)=[O:13]. The catalyst is O1CCOCC1.O. The yield is 0.330. (5) The reactants are Cl[O-].[Na+].[Br-].[Na+].[OH-].[Na+].[Cl:8][C:9]1[C:10]([F:21])=[C:11]([CH:14]=[C:15]([C:17]([F:20])([F:19])[F:18])[CH:16]=1)[CH:12]=[O:13].S([O-])([O-])=[O:23].[Na+].[Na+].Cl. The catalyst is O.CC1CCCCC1. The yield is 0.816. The product is [Cl:8][C:9]1[C:10]([F:21])=[C:11]([CH:14]=[C:15]([C:17]([F:19])([F:20])[F:18])[CH:16]=1)[C:12]([OH:23])=[O:13]. (6) The reactants are [CH3:1][C:2]1([CH3:20])[C:10]2[C:5](=[CH:6][CH:7]=[C:8](OS(C(F)(F)F)(=O)=O)[CH:9]=2)[C:4](=[O:19])[O:3]1.[S:21]1[CH:25]=[CH:24][C:23](B(O)O)=[CH:22]1.[F-].[K+]. The catalyst is C1COCC1.CCOC(C)=O.C([O-])(=O)C.[Pd+2].C([O-])(=O)C.C1(P(C2CCCCC2)C2C=CC=CC=2C2C=CC=CC=2)CCCCC1. The product is [CH3:20][C:2]1([CH3:1])[C:10]2[C:5](=[CH:6][CH:7]=[C:8]([C:23]3[CH:24]=[CH:25][S:21][CH:22]=3)[CH:9]=2)[C:4](=[O:19])[O:3]1. The yield is 0.790.